The task is: Predict the reactants needed to synthesize the given product.. This data is from Full USPTO retrosynthesis dataset with 1.9M reactions from patents (1976-2016). Given the product [F:14][C:15]1[CH:32]=[CH:31][C:18]2[S:19][C:20]([CH:23]([C:25]3[CH:30]=[CH:29][CH:28]=[CH:27][CH:26]=3)[C:4]3[C:3](=[O:7])[C:2]([CH3:1])([C:8]4[CH:13]=[CH:12][CH:11]=[CH:10][CH:9]=4)[C:5]=3[OH:6])=[C:21]([CH3:22])[C:17]=2[CH:16]=1, predict the reactants needed to synthesize it. The reactants are: [CH3:1][C:2]1([C:8]2[CH:13]=[CH:12][CH:11]=[CH:10][CH:9]=2)[C:5](=[O:6])[CH2:4][C:3]1=[O:7].[F:14][C:15]1[CH:32]=[CH:31][C:18]2[S:19][C:20]([CH:23]([C:25]3[CH:30]=[CH:29][CH:28]=[CH:27][CH:26]=3)O)=[C:21]([CH3:22])[C:17]=2[CH:16]=1.